From a dataset of Forward reaction prediction with 1.9M reactions from USPTO patents (1976-2016). Predict the product of the given reaction. (1) Given the reactants C(OC([NH:8][C:9]([CH3:14])([CH3:13])[C:10](O)=[O:11])=O)(C)(C)C.CN(C(ON1N=NC2C=CC=NC1=2)=[N+](C)C)C.F[P-](F)(F)(F)(F)F.[NH2:39][C@H:40]([CH2:44][C@H:45]([NH:61][C:62]([C:64]1[O:65][CH:66]=[C:67]([CH:69]([CH3:71])[CH3:70])[N:68]=1)=[O:63])[CH2:46][C:47]1[CH:52]=[CH:51][C:50]([C:53]2[CH:58]=[C:57]([Cl:59])[CH:56]=[CH:55][C:54]=2[F:60])=[CH:49][CH:48]=1)[C:41]([OH:43])=[O:42].CCN(C(C)C)C(C)C, predict the reaction product. The product is: [NH2:8][C:9]([CH3:14])([CH3:13])[C:10]([NH:39][C@H:40]([CH2:44][C@H:45]([NH:61][C:62]([C:64]1[O:65][CH:66]=[C:67]([CH:69]([CH3:71])[CH3:70])[N:68]=1)=[O:63])[CH2:46][C:47]1[CH:48]=[CH:49][C:50]([C:53]2[CH:58]=[C:57]([Cl:59])[CH:56]=[CH:55][C:54]=2[F:60])=[CH:51][CH:52]=1)[C:41]([OH:43])=[O:42])=[O:11]. (2) The product is: [CH2:26]([C:19]1[NH:12][C:13]2[NH:14][N:15]=[CH:16][C:17]=2[CH:6]([C:5]2[CH:8]=[CH:9][CH:10]=[CH:11][C:4]=2[CH2:1][CH2:2][CH3:3])[C:20]=1[C:21]([O:23][CH2:24][CH3:25])=[O:22])[CH2:27][CH3:28]. Given the reactants [CH2:1]([C:4]1[CH:11]=[CH:10][CH:9]=[CH:8][C:5]=1[CH:6]=O)[CH2:2][CH3:3].[NH2:12][C:13]1[CH:17]=[CH:16][NH:15][N:14]=1.O=[C:19]([CH2:26][CH2:27][CH3:28])[CH2:20][C:21]([O:23][CH2:24][CH3:25])=[O:22], predict the reaction product. (3) Given the reactants Br[C:2]1[CH:3]=[C:4]2[C:8](=[CH:9][CH:10]=1)[NH:7][N:6]=[C:5]2[C:11]#[N:12].C([O-])(=O)C.[K+].[B:18]1([B:18]2[O:22][C:21]([CH3:24])([CH3:23])[C:20]([CH3:26])([CH3:25])[O:19]2)[O:22][C:21]([CH3:24])([CH3:23])[C:20]([CH3:26])([CH3:25])[O:19]1, predict the reaction product. The product is: [CH3:25][C:20]1([CH3:26])[C:21]([CH3:24])([CH3:23])[O:22][B:18]([C:2]2[CH:3]=[C:4]3[C:8](=[CH:9][CH:10]=2)[NH:7][N:6]=[C:5]3[C:11]#[N:12])[O:19]1. (4) Given the reactants [Br:1][C:2]1[C:11]2[C:6](=[CH:7][CH:8]=[CH:9][CH:10]=2)[C:5]([O:12][S:13]([C:16]([F:19])([F:18])[F:17])(=[O:15])=[O:14])=[C:4]([CH:20]([OH:26])[C:21]([O:23][CH2:24][CH3:25])=[O:22])[C:3]=1[CH3:27].CC(OI1(OC(C)=O)(OC(C)=O)OC(=O)C2C=CC=CC1=2)=O.[O-]S([O-])(=S)=O.[Na+].[Na+], predict the reaction product. The product is: [Br:1][C:2]1[C:11]2[C:6](=[CH:7][CH:8]=[CH:9][CH:10]=2)[C:5]([O:12][S:13]([C:16]([F:19])([F:17])[F:18])(=[O:14])=[O:15])=[C:4]([C:20](=[O:26])[C:21]([O:23][CH2:24][CH3:25])=[O:22])[C:3]=1[CH3:27]. (5) Given the reactants C(OC([NH:11][C@H:12]([C:27]([O:29][C:30]([CH3:33])([CH3:32])[CH3:31])=[O:28])[CH2:13][C:14]1[CH:19]=[CH:18][C:17]([C:20]([O:22][C:23]([CH3:26])([CH3:25])[CH3:24])=[O:21])=[CH:16][CH:15]=1)=O)C1C=CC=CC=1.[H][H], predict the reaction product. The product is: [C:23]([O:22][C:20]([C:17]1[CH:18]=[CH:19][C:14]([CH2:13][C@@H:12]([C:27]([O:29][C:30]([CH3:33])([CH3:32])[CH3:31])=[O:28])[NH2:11])=[CH:15][CH:16]=1)=[O:21])([CH3:24])([CH3:26])[CH3:25]. (6) Given the reactants CCN(C(C)C)C(C)C.[C:10]([C:14]1[N:22]=[C:21]2[C:17]([N:18]=[CH:19][N:20]2[CH2:23][C:24]2[C:29]([Cl:30])=[CH:28][CH:27]=[CH:26][N:25]=2)=[C:16](Cl)[N:15]=1)([CH3:13])([CH3:12])[CH3:11].Cl.[NH:33]1[CH2:37][CH2:36][CH2:35][C@@H:34]1[C:38]#[N:39].O, predict the reaction product. The product is: [C:10]([C:14]1[N:22]=[C:21]2[C:17]([N:18]=[CH:19][N:20]2[CH2:23][C:24]2[C:29]([Cl:30])=[CH:28][CH:27]=[CH:26][N:25]=2)=[C:16]([N:33]2[CH2:37][CH2:36][CH2:35][C@@H:34]2[C:38]#[N:39])[N:15]=1)([CH3:13])([CH3:12])[CH3:11]. (7) The product is: [Cl:2][C:3]1[CH:4]=[C:5]([CH2:10][N:11]2[CH:15]=[C:14]([NH:16][C:17]([C:19]3[CH:20]=[C:21]4[C:26](=[CH:27][CH:28]=3)[CH2:25][N:24]([C:33](=[O:34])[CH2:32][CH2:31][CH:30]([CH3:36])[CH3:29])[CH2:23][CH2:22]4)=[O:18])[CH:13]=[N:12]2)[CH:6]=[CH:7][C:8]=1[Cl:9]. Given the reactants Cl.[Cl:2][C:3]1[CH:4]=[C:5]([CH2:10][N:11]2[CH:15]=[C:14]([NH:16][C:17]([C:19]3[CH:20]=[C:21]4[C:26](=[CH:27][CH:28]=3)[CH2:25][NH:24][CH2:23][CH2:22]4)=[O:18])[CH:13]=[N:12]2)[CH:6]=[CH:7][C:8]=1[Cl:9].[CH3:29][CH:30]([CH3:36])[CH2:31][CH2:32][C:33](O)=[O:34].C1C=CC2N(O)N=NC=2C=1.CCN=C=NCCCN(C)C.Cl.C(N(CC)CC)C, predict the reaction product. (8) Given the reactants [C:1]([CH2:4][CH2:5][CH2:6][N:7]([CH3:67])[C@H:8]([C:12]([NH:14][C@H:15]([C:19]([N:21]([C@@H:23]([C@@H:63]([CH3:66])[CH2:64][CH3:65])[C@H:24]([O:61][CH3:62])[CH2:25][C:26]([N:28]1[CH2:32][CH2:31][CH2:30][C@H:29]1[C@H:33]([O:59][CH3:60])[C@@H:34]([CH3:58])[C:35](=[O:57])[NH:36][C@H:37]([CH2:45][CH2:46][C:47]1[CH:52]=[CH:51][C:50]([S:53]([OH:56])(=[O:55])=[O:54])=[CH:49][CH:48]=1)[CH2:38][C:39]1[CH:44]=[CH:43][CH:42]=[CH:41][CH:40]=1)=[O:27])[CH3:22])=[O:20])[CH:16]([CH3:18])[CH3:17])=[O:13])[CH:9]([CH3:11])[CH3:10])(O)=[O:2].FC(F)(F)C(O)=O.[O:75]=[C:76]1[CH:80]=[CH:79][C:78](=[O:81])[N:77]1[CH2:82][CH2:83][CH2:84][CH2:85][CH2:86][C:87]([NH:89][NH2:90])=[O:88].CN(C(ON1N=NC2C=CC=NC1=2)=[N+](C)C)C.F[P-](F)(F)(F)(F)F.CCN(C(C)C)C(C)C, predict the reaction product. The product is: [O:81]=[C:78]1[CH:79]=[CH:80][C:76](=[O:75])[N:77]1[CH2:82][CH2:83][CH2:84][CH2:85][CH2:86][C:87]([NH:89][NH:90][C:1](=[O:2])[CH2:4][CH2:5][CH2:6][N:7]([CH3:67])[C@H:8]([C:12]([NH:14][C@H:15]([C:19]([N:21]([C@@H:23]([C@@H:63]([CH3:66])[CH2:64][CH3:65])[C@H:24]([O:61][CH3:62])[CH2:25][C:26]([N:28]1[CH2:32][CH2:31][CH2:30][C@H:29]1[C@H:33]([O:59][CH3:60])[C@@H:34]([CH3:58])[C:35](=[O:57])[NH:36][C@H:37]([CH2:45][CH2:46][C:47]1[CH:52]=[CH:51][C:50]([S:53]([OH:56])(=[O:54])=[O:55])=[CH:49][CH:48]=1)[CH2:38][C:39]1[CH:44]=[CH:43][CH:42]=[CH:41][CH:40]=1)=[O:27])[CH3:22])=[O:20])[CH:16]([CH3:17])[CH3:18])=[O:13])[CH:9]([CH3:11])[CH3:10])=[O:88]. (9) Given the reactants [CH2:1]([C:4]1[C:5]([C@H:10]([C:21]2[CH:26]=[CH:25][C:24]([C:27]([F:30])([F:29])[F:28])=[CH:23][CH:22]=2)[NH:11][C:12]([NH:14][C:15]2[CH:16]=[N:17][CH:18]=[CH:19][CH:20]=2)=[O:13])=[N:6][CH:7]=[CH:8][CH:9]=1)[CH:2]=[CH2:3], predict the reaction product. The product is: [CH2:1]([C:4]1[C:5]([C@H:10]([C:21]2[CH:22]=[CH:23][C:24]([C:27]([F:29])([F:30])[F:28])=[CH:25][CH:26]=2)[NH:11][C:12]([NH:14][C:15]2[CH:16]=[N:17][CH:18]=[CH:19][CH:20]=2)=[O:13])=[N:6][CH:7]=[CH:8][CH:9]=1)[CH2:2][CH3:3]. (10) Given the reactants Cl[C:2]1[CH:11]=[N:10][C:9]2[C:4](=[C:5]3[CH:19]=[CH:18][CH:17]=[CH:16][C:6]3=[C:7]3[CH:15]=[CH:14][CH:13]=[CH:12][C:8]3=2)[N:3]=1.[CH:20]1[C:28]2[C:27]3[CH:29]=[CH:30][CH:31]=[CH:32][C:26]=3[S:25][C:24]=2[C:23]([C:33]2[CH:34]=[C:35](B(O)O)[CH:36]=[CH:37][CH:38]=2)=[CH:22][CH:21]=1.C1(C)C=CC=CC=1.C(=O)([O-])[O-].[K+].[K+], predict the reaction product. The product is: [CH:20]1[C:28]2[C:27]3[CH:29]=[CH:30][CH:31]=[CH:32][C:26]=3[S:25][C:24]=2[C:23]([C:33]2[CH:34]=[C:35]([C:2]3[CH:11]=[N:10][C:9]4[C:4](=[C:5]5[CH:19]=[CH:18][CH:17]=[CH:16][C:6]5=[C:7]5[CH:15]=[CH:14][CH:13]=[CH:12][C:8]5=4)[N:3]=3)[CH:36]=[CH:37][CH:38]=2)=[CH:22][CH:21]=1.